From a dataset of Full USPTO retrosynthesis dataset with 1.9M reactions from patents (1976-2016). Predict the reactants needed to synthesize the given product. (1) Given the product [Br:14][C:2]1[CH:3]=[C:4]([CH:8]=[C:9]([N+:11]([O-:13])=[O:12])[CH:10]=1)[C:5]([OH:7])=[O:6], predict the reactants needed to synthesize it. The reactants are: N[C:2]1[CH:3]=[C:4]([CH:8]=[C:9]([N+:11]([O-:13])=[O:12])[CH:10]=1)[C:5]([OH:7])=[O:6].[BrH:14].N([O-])=O.[Na+].[Br-]. (2) Given the product [F:1][C:2]1[CH:3]=[C:4]2[C:9](=[CH:10][CH:11]=1)[C:8]([N:12]1[CH2:17][CH2:16][N:15]([CH2:18][CH2:19][CH:20]3[C:25]4[CH:26]=[CH:27][C:28]([CH2:30][NH2:31])=[CH:29][C:24]=4[CH2:23][CH2:22][O:21]3)[C@H:14]([CH3:32])[CH2:13]1)=[CH:7][CH:6]=[CH:5]2, predict the reactants needed to synthesize it. The reactants are: [F:1][C:2]1[CH:3]=[C:4]2[C:9](=[CH:10][CH:11]=1)[C:8]([N:12]1[CH2:17][CH2:16][N:15]([CH2:18][CH2:19][CH:20]3[C:25]4[CH:26]=[CH:27][C:28]([C:30]#[N:31])=[CH:29][C:24]=4[CH2:23][CH2:22][O:21]3)[C@H:14]([CH3:32])[CH2:13]1)=[CH:7][CH:6]=[CH:5]2.[H-].[Al+3].[Li+].[H-].[H-].[H-].